From a dataset of Catalyst prediction with 721,799 reactions and 888 catalyst types from USPTO. Predict which catalyst facilitates the given reaction. (1) Reactant: [Cl:1][C:2]1[N:3]=[C:4](Cl)[C:5]2[C:10]([I:11])=[CH:9][N:8]([CH2:12][O:13][CH2:14][CH2:15][Si:16]([CH3:19])([CH3:18])[CH3:17])[C:6]=2[N:7]=1.[OH:21][C@H:22]1[CH2:25][C@H:24]([CH2:26][NH:27][C:28](=[O:34])[O:29][C:30]([CH3:33])([CH3:32])[CH3:31])[CH2:23]1.C[Si](C)(C)N[Si](C)(C)C.[K]. Product: [Cl:1][C:2]1[N:3]=[C:4]([O:21][C@H:22]2[CH2:25][C@H:24]([CH2:26][NH:27][C:28](=[O:34])[O:29][C:30]([CH3:32])([CH3:31])[CH3:33])[CH2:23]2)[C:5]2[C:10]([I:11])=[CH:9][N:8]([CH2:12][O:13][CH2:14][CH2:15][Si:16]([CH3:19])([CH3:18])[CH3:17])[C:6]=2[N:7]=1. The catalyst class is: 1. (2) Reactant: [NH:1]1[C:9]2[C:4](=[CH:5][CH:6]=[CH:7][N:8]=2)[CH:3]=[N:2]1.Br[CH2:11][C:12]([O:14][CH2:15][CH3:16])=[O:13].C([O-])([O-])=O.[K+].[K+]. Product: [CH2:15]([O:14][C:12](=[O:13])[CH2:11][N:1]1[C:9]2=[N:8][CH:7]=[CH:6][CH:5]=[C:4]2[CH:3]=[N:2]1)[CH3:16]. The catalyst class is: 39. (3) Reactant: [NH2:1][C@@H:2]([CH3:9])[CH2:3][C:4]([O:6][CH2:7][CH3:8])=[O:5].[O:10]1[CH2:14][CH2:13][CH2:12][CH:11]1[C:15](=[O:18])[CH:16]=[CH2:17].[CH3:19][C:20]([O:23][C:24](O[C:24]([O:23][C:20]([CH3:22])([CH3:21])[CH3:19])=[O:25])=[O:25])([CH3:22])[CH3:21].CC(=O)OCC. The catalyst class is: 1. Product: [C:20]([O:23][C:24]([N:1]([CH2:17][CH2:16][C:15](=[O:18])[CH:11]1[CH2:12][CH2:13][CH2:14][O:10]1)[C@@H:2]([CH3:9])[CH2:3][C:4]([O:6][CH2:7][CH3:8])=[O:5])=[O:25])([CH3:22])([CH3:21])[CH3:19]. (4) Reactant: C1COCC1.C([O:9][C:10]12[CH2:14][C:12]([NH:15][C:16](=[O:18])[CH3:17])([CH2:13]1)[CH2:11]2)(=O)C.[OH-].[Na+]. Product: [OH:9][C:10]12[CH2:14][C:12]([NH:15][C:16](=[O:18])[CH3:17])([CH2:13]1)[CH2:11]2. The catalyst class is: 5. (5) Reactant: [CH2:1]([C:8]1([CH3:20])[C:12]2[CH:13]=[CH:14][C:15]([C:17]([OH:19])=O)=[CH:16][C:11]=2[O:10][CH2:9]1)[C:2]1[CH:7]=[CH:6][CH:5]=[CH:4][CH:3]=1.[I:21][C:22]1[CH:28]=[CH:27][CH:26]=[CH:25][C:23]=1[NH2:24].C(N(CC)C(C)C)(C)C.Cl. Product: [I:21][C:22]1[CH:28]=[CH:27][CH:26]=[CH:25][C:23]=1[NH:24][C:17]([C:15]1[CH:14]=[CH:13][C:12]2[C:8]([CH2:1][C:2]3[CH:3]=[CH:4][CH:5]=[CH:6][CH:7]=3)([CH3:20])[CH2:9][O:10][C:11]=2[CH:16]=1)=[O:19]. The catalyst class is: 139.